Dataset: NCI-60 drug combinations with 297,098 pairs across 59 cell lines. Task: Regression. Given two drug SMILES strings and cell line genomic features, predict the synergy score measuring deviation from expected non-interaction effect. (1) Drug 1: CC1=C(N=C(N=C1N)C(CC(=O)N)NCC(C(=O)N)N)C(=O)NC(C(C2=CN=CN2)OC3C(C(C(C(O3)CO)O)O)OC4C(C(C(C(O4)CO)O)OC(=O)N)O)C(=O)NC(C)C(C(C)C(=O)NC(C(C)O)C(=O)NCCC5=NC(=CS5)C6=NC(=CS6)C(=O)NCCC[S+](C)C)O. Drug 2: C1CC(=O)NC(=O)C1N2C(=O)C3=CC=CC=C3C2=O. Cell line: RPMI-8226. Synergy scores: CSS=1.01, Synergy_ZIP=3.23, Synergy_Bliss=6.10, Synergy_Loewe=3.52, Synergy_HSA=-0.0928. (2) Drug 1: CC1C(C(CC(O1)OC2CC(CC3=C2C(=C4C(=C3O)C(=O)C5=C(C4=O)C(=CC=C5)OC)O)(C(=O)CO)O)N)O.Cl. Drug 2: C1=CC(=C2C(=C1NCCNCCO)C(=O)C3=C(C=CC(=C3C2=O)O)O)NCCNCCO. Cell line: NCI-H460. Synergy scores: CSS=68.2, Synergy_ZIP=5.90, Synergy_Bliss=5.95, Synergy_Loewe=-4.04, Synergy_HSA=6.79. (3) Drug 1: C1CC(C1)(C(=O)O)C(=O)O.[NH2-].[NH2-].[Pt+2]. Drug 2: COC1=C2C(=CC3=C1OC=C3)C=CC(=O)O2. Cell line: EKVX. Synergy scores: CSS=2.02, Synergy_ZIP=-1.63, Synergy_Bliss=1.63, Synergy_Loewe=3.31, Synergy_HSA=3.30. (4) Drug 1: CC1C(C(CC(O1)OC2CC(CC3=C2C(=C4C(=C3O)C(=O)C5=C(C4=O)C(=CC=C5)OC)O)(C(=O)C)O)N)O.Cl. Drug 2: CC1=C2C(C(=O)C3(C(CC4C(C3C(C(C2(C)C)(CC1OC(=O)C(C(C5=CC=CC=C5)NC(=O)OC(C)(C)C)O)O)OC(=O)C6=CC=CC=C6)(CO4)OC(=O)C)O)C)O. Cell line: LOX IMVI. Synergy scores: CSS=12.9, Synergy_ZIP=-9.43, Synergy_Bliss=-5.54, Synergy_Loewe=-4.50, Synergy_HSA=-1.29. (5) Drug 1: C1C(C(OC1N2C=NC3=C(N=C(N=C32)Cl)N)CO)O. Drug 2: CC(C)CN1C=NC2=C1C3=CC=CC=C3N=C2N. Cell line: MDA-MB-435. Synergy scores: CSS=21.6, Synergy_ZIP=-5.76, Synergy_Bliss=0.000933, Synergy_Loewe=-1.71, Synergy_HSA=-1.32. (6) Drug 1: CC1C(C(=O)NC(C(=O)N2CCCC2C(=O)N(CC(=O)N(C(C(=O)O1)C(C)C)C)C)C(C)C)NC(=O)C3=C4C(=C(C=C3)C)OC5=C(C(=O)C(=C(C5=N4)C(=O)NC6C(OC(=O)C(N(C(=O)CN(C(=O)C7CCCN7C(=O)C(NC6=O)C(C)C)C)C)C(C)C)C)N)C. Drug 2: CC1CCC2CC(C(=CC=CC=CC(CC(C(=O)C(C(C(=CC(C(=O)CC(OC(=O)C3CCCCN3C(=O)C(=O)C1(O2)O)C(C)CC4CCC(C(C4)OC)OCCO)C)C)O)OC)C)C)C)OC. Cell line: KM12. Synergy scores: CSS=13.1, Synergy_ZIP=5.46, Synergy_Bliss=5.32, Synergy_Loewe=6.69, Synergy_HSA=6.00. (7) Drug 1: C1CCC(C(C1)N)N.C(=O)(C(=O)[O-])[O-].[Pt+4]. Drug 2: CC1C(C(CC(O1)OC2CC(CC3=C2C(=C4C(=C3O)C(=O)C5=CC=CC=C5C4=O)O)(C(=O)C)O)N)O. Cell line: NCI-H522. Synergy scores: CSS=60.5, Synergy_ZIP=5.62, Synergy_Bliss=7.99, Synergy_Loewe=2.56, Synergy_HSA=10.7. (8) Drug 1: C1CCN(CC1)CCOC2=CC=C(C=C2)C(=O)C3=C(SC4=C3C=CC(=C4)O)C5=CC=C(C=C5)O. Drug 2: CCC1(C2=C(COC1=O)C(=O)N3CC4=CC5=C(C=CC(=C5CN(C)C)O)N=C4C3=C2)O.Cl. Cell line: UACC62. Synergy scores: CSS=17.8, Synergy_ZIP=-4.68, Synergy_Bliss=0.726, Synergy_Loewe=-29.4, Synergy_HSA=-0.810. (9) Drug 1: C1C(C(OC1N2C=C(C(=O)NC2=O)F)CO)O. Drug 2: COCCOC1=C(C=C2C(=C1)C(=NC=N2)NC3=CC=CC(=C3)C#C)OCCOC.Cl. Cell line: HCC-2998. Synergy scores: CSS=40.9, Synergy_ZIP=1.03, Synergy_Bliss=0.325, Synergy_Loewe=-10.7, Synergy_HSA=2.11. (10) Drug 1: CC1OCC2C(O1)C(C(C(O2)OC3C4COC(=O)C4C(C5=CC6=C(C=C35)OCO6)C7=CC(=C(C(=C7)OC)O)OC)O)O. Drug 2: C1=CC=C(C=C1)NC(=O)CCCCCCC(=O)NO. Cell line: OVCAR3. Synergy scores: CSS=41.5, Synergy_ZIP=-7.96, Synergy_Bliss=-2.72, Synergy_Loewe=-2.80, Synergy_HSA=-1.05.